Dataset: Forward reaction prediction with 1.9M reactions from USPTO patents (1976-2016). Task: Predict the product of the given reaction. (1) Given the reactants [C:1]([C:5]1[CH:10]=[CH:9][CH:8]=[CH:7][C:6]=1[N:11]1[CH2:16][CH2:15][N:14]([C:17]([C:19]2[CH:24]=[CH:23][C:22]([N:25]3[CH2:29][CH2:28][NH:27][C:26]3=[O:30])=[CH:21][CH:20]=2)=[O:18])[CH2:13][CH2:12]1)([CH3:4])([CH3:3])[CH3:2].[H-].[Na+].Br[CH2:34][C:35]([O:37][C:38]([CH3:41])([CH3:40])[CH3:39])=[O:36].O, predict the reaction product. The product is: [C:1]([C:5]1[CH:10]=[CH:9][CH:8]=[CH:7][C:6]=1[N:11]1[CH2:12][CH2:13][N:14]([C:17]([C:19]2[CH:24]=[CH:23][C:22]([N:25]3[CH2:29][CH2:28][N:27]([CH2:34][C:35]([O:37][C:38]([CH3:41])([CH3:40])[CH3:39])=[O:36])[C:26]3=[O:30])=[CH:21][CH:20]=2)=[O:18])[CH2:15][CH2:16]1)([CH3:4])([CH3:2])[CH3:3]. (2) Given the reactants [O:1]=[C:2]1[C@@H:9]2[C@@H:5]([CH2:6][N:7]([C:10]([O:12][C:13]([CH3:16])([CH3:15])[CH3:14])=[O:11])[CH2:8]2)[CH2:4][CH2:3]1.OO, predict the reaction product. The product is: [OH:1][C@H:2]1[C@@H:9]2[C@@H:5]([CH2:6][N:7]([C:10]([O:12][C:13]([CH3:16])([CH3:15])[CH3:14])=[O:11])[CH2:8]2)[CH2:4][CH2:3]1.